This data is from Catalyst prediction with 721,799 reactions and 888 catalyst types from USPTO. The task is: Predict which catalyst facilitates the given reaction. (1) Reactant: Cl[CH2:2][CH2:3][CH2:4][N:5]1[CH:13]=[N:12][C:11]2[C:6]1=[N:7][CH:8]=[N:9][C:10]=2[NH2:14].[N-:15]=[N+:16]=[N-:17].[Na+]. Product: [N:15]([CH2:2][CH2:3][CH2:4][N:5]1[CH:13]=[N:12][C:11]2[C:6]1=[N:7][CH:8]=[N:9][C:10]=2[NH2:14])=[N+:16]=[N-:17]. The catalyst class is: 3. (2) Reactant: C[O:2][C:3]1[C:8]2[C:9]([C:18]3[CH:23]=[CH:22][C:21]([S:24]([NH2:27])(=[O:26])=[O:25])=[CH:20][CH:19]=3)=[N:10][N:11]([C:12]3[CH:17]=[CH:16][CH:15]=[CH:14][CH:13]=3)[C:7]=2[CH:6]=[CH:5][N:4]=1.[I-].[Na+].Cl[Si](C)(C)C.O. Product: [O:2]=[C:3]1[C:8]2[C:9]([C:18]3[CH:23]=[CH:22][C:21]([S:24]([NH2:27])(=[O:26])=[O:25])=[CH:20][CH:19]=3)=[N:10][N:11]([C:12]3[CH:13]=[CH:14][CH:15]=[CH:16][CH:17]=3)[C:7]=2[CH:6]=[CH:5][NH:4]1. The catalyst class is: 10. (3) Reactant: [Cl:1][C:2]1[CH:3]=[CH:4][C:5]([OH:25])=[C:6]([C:8]2[CH:13]=[CH:12][CH:11]=[CH:10][C:9]=2[C:14]2[N:19]=[C:18]([C:20]([O:22][CH2:23][CH3:24])=[O:21])[CH:17]=[CH:16][CH:15]=2)[CH:7]=1.Br[CH2:27][CH:28]([CH3:30])[CH3:29].C(=O)([O-])[O-].[K+].[K+]. Product: [Cl:1][C:2]1[CH:3]=[CH:4][C:5]([O:25][CH2:27][CH:28]([CH3:30])[CH3:29])=[C:6]([C:8]2[CH:13]=[CH:12][CH:11]=[CH:10][C:9]=2[C:14]2[N:19]=[C:18]([C:20]([O:22][CH2:23][CH3:24])=[O:21])[CH:17]=[CH:16][CH:15]=2)[CH:7]=1. The catalyst class is: 9. (4) Reactant: [CH2:1]([N:3]1[CH2:8][CH2:7][N:6]([C:9]2[CH:14]=[CH:13][C:12]([NH:15][C:16]3[N:21]=[CH:20][C:19](/[CH:22]=[CH:23]/[C:24]4[CH:25]=[C:26]([CH:31]=[C:32]([O:34][CH3:35])[CH:33]=4)[C:27]([NH:29][CH3:30])=[O:28])=[CH:18][N:17]=3)=[CH:11][CH:10]=2)[CH2:5][CH2:4]1)[CH3:2]. Product: [CH2:1]([N:3]1[CH2:8][CH2:7][N:6]([C:9]2[CH:14]=[CH:13][C:12]([NH:15][C:16]3[N:17]=[CH:18][C:19]([CH2:22][CH2:23][C:24]4[CH:25]=[C:26]([CH:31]=[C:32]([O:34][CH3:35])[CH:33]=4)[C:27]([NH:29][CH3:30])=[O:28])=[CH:20][N:21]=3)=[CH:11][CH:10]=2)[CH2:5][CH2:4]1)[CH3:2]. The catalyst class is: 19. (5) Reactant: C[O:2][C:3]([C:5]1([CH2:15][CH2:16][NH:17][C:18]2[CH:23]=[CH:22][C:21]([N:24]3[CH2:29][CH2:28][CH:27]([N:30]4[CH2:34][CH2:33][CH2:32][C@@H:31]4[CH3:35])[CH2:26][CH2:25]3)=[CH:20][C:19]=2[CH3:36])[CH2:10][CH2:9][CH:8]([C:11]([O:13]C)=[O:12])[CH2:7][CH2:6]1)=O.CC(C)([O-])C.[K+].C1COCC1.[O-]S([O-])(=O)=O.[Na+].[Na+]. Product: [CH3:36][C:19]1[CH:20]=[C:21]([N:24]2[CH2:29][CH2:28][CH:27]([N:30]3[CH2:34][CH2:33][CH2:32][C@@H:31]3[CH3:35])[CH2:26][CH2:25]2)[CH:22]=[CH:23][C:18]=1[N:17]1[CH2:16][CH2:15][C:5]2([CH2:10][CH2:9][CH:8]([C:11]([OH:13])=[O:12])[CH2:7][CH2:6]2)[C:3]1=[O:2]. The catalyst class is: 25. (6) Reactant: Br[C:2]1[CH:7]=[C:6]([CH2:8][OH:9])[CH:5]=[CH:4][N:3]=1.[C:10]1([OH:16])[CH:15]=[CH:14][CH:13]=[CH:12][CH:11]=1.C(=O)([O-])[O-].[K+].[K+]. Product: [O:16]([C:2]1[CH:7]=[C:6]([CH2:8][OH:9])[CH:5]=[CH:4][N:3]=1)[C:10]1[CH:15]=[CH:14][CH:13]=[CH:12][CH:11]=1. The catalyst class is: 6.